This data is from Catalyst prediction with 721,799 reactions and 888 catalyst types from USPTO. The task is: Predict which catalyst facilitates the given reaction. (1) Reactant: Br[CH:2]([C:7]1[CH:12]=[CH:11][CH:10]=[C:9]([F:13])[CH:8]=1)[C:3]([O:5][CH3:6])=[O:4].[NH:14]1[CH2:19][CH2:18][CH2:17][CH2:16][CH2:15]1.CCN(C(C)C)C(C)C. Product: [F:13][C:9]1[CH:8]=[C:7]([CH:2]([N:14]2[CH2:19][CH2:18][CH2:17][CH2:16][CH2:15]2)[C:3]([O:5][CH3:6])=[O:4])[CH:12]=[CH:11][CH:10]=1. The catalyst class is: 10. (2) Reactant: [CH2:1]([CH:8]1[N:13]([C:14]([O:16][C:17]([CH3:20])([CH3:19])[CH3:18])=[O:15])[CH2:12][CH:11]=[C:10]([C:21]2[CH:22]=[CH:23][C:24]3[O:35][CH2:34][C:27]4=[N:28][NH:29][C:30](=[O:33])[CH:31]([CH3:32])[N:26]4[C:25]=3[CH:36]=2)[CH2:9]1)[C:2]1[CH:7]=[CH:6][CH:5]=[CH:4][CH:3]=1. Product: [CH2:1]([CH:8]1[CH2:9][CH:10]([C:21]2[CH:22]=[CH:23][C:24]3[O:35][CH2:34][C:27]4=[N:28][NH:29][C:30](=[O:33])[CH:31]([CH3:32])[N:26]4[C:25]=3[CH:36]=2)[CH2:11][CH2:12][N:13]1[C:14]([O:16][C:17]([CH3:18])([CH3:20])[CH3:19])=[O:15])[C:2]1[CH:3]=[CH:4][CH:5]=[CH:6][CH:7]=1. The catalyst class is: 19. (3) Reactant: [Br:1][C:2]1[CH:3]=[C:4]([CH:7]=[C:8]([O:11][CH3:12])[C:9]=1[OH:10])[CH:5]=[O:6].C1(P(C2C=CC=CC=2)C2C=CC=CC=2)C=CC=CC=1.[F:32][CH2:33][CH2:34][CH2:35]O.N(C(OCC)=O)=NC(OCC)=O. Product: [Br:1][C:2]1[CH:3]=[C:4]([CH:7]=[C:8]([O:11][CH3:12])[C:9]=1[O:10][CH2:35][CH2:34][CH2:33][F:32])[CH:5]=[O:6]. The catalyst class is: 7. (4) The catalyst class is: 109. Product: [CH3:18][C:10]1[C:9]([O:8][C:6]2[CH:5]=[CH:4][N:3]=[C:2]([C:24]3[S:28][CH:27]=[N:26][CH:25]=3)[CH:7]=2)=[CH:14][CH:13]=[C:12]([N+:15]([O-:17])=[O:16])[N:11]=1. Reactant: Cl[C:2]1[CH:7]=[C:6]([O:8][C:9]2[C:10]([CH3:18])=[N:11][C:12]([N+:15]([O-:17])=[O:16])=[CH:13][CH:14]=2)[CH:5]=[CH:4][N:3]=1.C([Sn](CCCC)(CCCC)[C:24]1[S:28][CH:27]=[N:26][CH:25]=1)CCC.CCOC(C)=O.[F-].[K+]. (5) Reactant: [CH2:1]([S:3][C:4]1[CH:9]=[CH:8][CH:7]=[CH:6][C:5]=1[C:10]1[NH:22][C:13]2=[N:14][CH:15]=[C:16]([C:18]([F:21])([F:20])[F:19])[CH:17]=[C:12]2[N:11]=1)[CH3:2].CN(C=O)C.[H-].[Na+].[CH2:30]([O:32][CH2:33]Cl)[CH3:31]. Product: [CH2:30]([O:32][CH2:33][N:22]1[C:13]2=[N:14][CH:15]=[C:16]([C:18]([F:21])([F:19])[F:20])[CH:17]=[C:12]2[N:11]=[C:10]1[C:5]1[CH:6]=[CH:7][CH:8]=[CH:9][C:4]=1[S:3][CH2:1][CH3:2])[CH3:31]. The catalyst class is: 6. (6) Reactant: [F:1][C:2]1[CH:14]=[CH:13][C:5]([CH2:6][NH:7][CH2:8][C:9]([O:11][CH3:12])=[O:10])=[CH:4][CH:3]=1.C(N(CC)CC)C.[C:22](O[C:22]([O:24][C:25]([CH3:28])([CH3:27])[CH3:26])=[O:23])([O:24][C:25]([CH3:28])([CH3:27])[CH3:26])=[O:23].C1COCC1. Product: [C:25]([O:24][C:22]([N:7]([CH2:6][C:5]1[CH:4]=[CH:3][C:2]([F:1])=[CH:14][CH:13]=1)[CH2:8][C:9]([O:11][CH3:12])=[O:10])=[O:23])([CH3:28])([CH3:27])[CH3:26]. The catalyst class is: 172. (7) Reactant: [CH2:1]([NH:4][S:5]([C:8]1[C:13]([Cl:14])=[CH:12][CH:11]=[C:10]([N+:15]([O-])=O)[C:9]=1[OH:18])(=[O:7])=[O:6])[CH2:2][CH3:3].[H][H]. Product: [CH2:1]([NH:4][S:5]([C:8]1[C:13]([Cl:14])=[CH:12][CH:11]=[C:10]([NH2:15])[C:9]=1[OH:18])(=[O:7])=[O:6])[CH2:2][CH3:3]. The catalyst class is: 45. (8) Reactant: [CH2:1]([O:3][C:4]([C@@H:6]1[CH2:10][CH:9]([O:11][Si:12]([C:15]([CH3:18])([CH3:17])[CH3:16])([CH3:14])[CH3:13])[CH2:8][C@H:7]1[CH2:19][OH:20])=[O:5])[CH3:2].C(N(CC)CC)C.[C:28]1([CH3:38])[CH:33]=[CH:32][C:31]([S:34](Cl)(=[O:36])=[O:35])=[CH:30][CH:29]=1. Product: [CH2:1]([O:3][C:4]([C@@H:6]1[CH2:10][CH:9]([O:11][Si:12]([C:15]([CH3:16])([CH3:18])[CH3:17])([CH3:13])[CH3:14])[CH2:8][C@H:7]1[CH2:19][O:20][S:34]([C:31]1[CH:32]=[CH:33][C:28]([CH3:38])=[CH:29][CH:30]=1)(=[O:36])=[O:35])=[O:5])[CH3:2]. The catalyst class is: 4. (9) Reactant: [CH:1]([C:3]1[CH:7]=[C:6]([NH:8][C:9](=[O:16])[C:10]2[CH:15]=[CH:14][CH:13]=[CH:12][CH:11]=2)[N:5]([C:17]2[CH:22]=[CH:21][CH:20]=[CH:19][CH:18]=2)[N:4]=1)=O.[CH3:23][NH2:24].CO. Product: [CH3:23][NH:24][CH2:1][C:3]1[CH:7]=[C:6]([NH:8][C:9](=[O:16])[C:10]2[CH:15]=[CH:14][CH:13]=[CH:12][CH:11]=2)[N:5]([C:17]2[CH:22]=[CH:21][CH:20]=[CH:19][CH:18]=2)[N:4]=1. The catalyst class is: 83.